From a dataset of Reaction yield outcomes from USPTO patents with 853,638 reactions. Predict the reaction yield, written as a fraction of the theoretical maximum amount of product (1.0 means a 100% yield; for example, 0.34 means a 34% yield). (1) The product is [N:37]1([CH2:43][CH2:44][CH2:45][NH:18][C:16]([C:15]2[CH:14]=[C:13]3[C:9]([CH:10]=[N:11][N:12]3[CH2:19][CH:20]([CH3:22])[CH3:21])=[CH:8][C:7]=2[O:6][C:5]2[CH:23]=[CH:24][C:2]([F:1])=[CH:3][CH:4]=2)=[O:17])[CH2:42][CH2:41][O:40][CH2:39][CH2:38]1. The yield is 0.700. The reactants are [F:1][C:2]1[CH:24]=[CH:23][C:5]([O:6][C:7]2[CH:8]=[C:9]3[C:13](=[CH:14][C:15]=2[C:16]([NH2:18])=[O:17])[N:12]([CH2:19][CH:20]([CH3:22])[CH3:21])[N:11]=[CH:10]3)=[CH:4][CH:3]=1.C(N1C=CN=C1)(N1C=CN=C1)=O.[N:37]1([CH2:43][CH2:44][CH2:45]N)[CH2:42][CH2:41][O:40][CH2:39][CH2:38]1. The catalyst is C1COCC1. (2) The product is [ClH:14].[CH2:11]([O:13][C:6](=[NH:7])[C:5]1[CH:8]=[CH:9][C:2]([Br:1])=[CH:3][C:4]=1[F:10])[CH3:12]. No catalyst specified. The yield is 0.570. The reactants are [Br:1][C:2]1[CH:9]=[CH:8][C:5]([C:6]#[N:7])=[C:4]([F:10])[CH:3]=1.[C:11]([Cl:14])(=[O:13])[CH3:12]. (3) The reactants are [H-].[Na+].[CH3:3][C:4](=[N:6][OH:7])[CH3:5].Br[C:9]1[CH:10]=[C:11](F)[C:12]([C:15]#[N:16])=[N:13][CH:14]=1. The catalyst is CN(C)C=O. The product is [C:4](=[N:6][O:7][C:11]1[C:12]([C:15]#[N:16])=[N:13][CH:14]=[C:9]([O:7][N:6]=[C:4]([CH3:5])[CH3:3])[CH:10]=1)([CH3:5])[CH3:3]. The yield is 1.00. (4) The reactants are C(OC(=O)[NH:7][CH2:8][CH2:9][CH2:10][NH:11][CH2:12][C:13]1[C:14]2[C:19]([CH:20]=[C:21]3[C:26]=1[CH:25]=[CH:24][CH:23]=[CH:22]3)=[CH:18][CH:17]=[CH:16][CH:15]=2)(C)(C)C.[ClH:28]. The catalyst is C(O)C. The product is [ClH:28].[CH:25]1[C:26]2[C:21](=[CH:20][C:19]3[C:14]([C:13]=2[CH2:12][NH:11][CH2:10][CH2:9][CH2:8][NH2:7])=[CH:15][CH:16]=[CH:17][CH:18]=3)[CH:22]=[CH:23][CH:24]=1. The yield is 0.900. (5) The reactants are [NH2:1][C:2]1[CH:7]=[C:6](Cl)[CH:5]=[CH:4][N:3]=1.[OH:9][C:10]1[CH:11]=[CH:12][C:13]([N+:20]([O-:22])=[O:21])=[C:14]([C:16]([F:19])([F:18])[F:17])[CH:15]=1.C(N(C(C)C)CC)(C)C. The catalyst is CN1CCCC1=O.C(OCC)C. The product is [N+:20]([C:13]1[CH:12]=[CH:11][C:10]([O:9][C:6]2[CH:5]=[CH:4][N:3]=[C:2]([NH2:1])[CH:7]=2)=[CH:15][C:14]=1[C:16]([F:17])([F:18])[F:19])([O-:22])=[O:21]. The yield is 0.163. (6) The reactants are CCCCCC.[H-].[Na+].[CH2:9]([C:13]1[NH:14][CH:15]=[CH:16][N:17]=1)[CH2:10][CH2:11][CH3:12].[CH3:18][Si:19]([CH3:26])([CH3:25])[CH2:20][CH2:21]OCCl.CN(C)[CH:29]=[O:30]. No catalyst specified. The product is [CH2:9]([C:13]1[NH:14][CH:15]=[C:16]([CH2:29][O:30][CH:20]([Si:19]([CH3:18])([CH3:25])[CH3:26])[CH3:21])[N:17]=1)[CH2:10][CH2:11][CH3:12]. The yield is 0.960. (7) The reactants are [NH2:1][C:2]1[CH:3]=[C:4]([CH:21]=[CH:22][CH:23]=1)[O:5][C:6]1[CH:18]=[CH:17][C:9]2[N:10]=[C:11]([NH:13][C:14](=[O:16])[CH3:15])[S:12][C:8]=2[C:7]=1[C:19]#[N:20].[C:24]([C:28]1[CH:32]=[C:31]([NH:33][C:34](=O)[O:35]CC(Cl)(Cl)Cl)[N:30]([C:42]2[CH:47]=[CH:46][CH:45]=[CH:44][CH:43]=2)[N:29]=1)([CH3:27])([CH3:26])[CH3:25].C(N(CC)CC)C. The catalyst is CS(C)=O.C(OCC)(=O)C. The product is [C:24]([C:28]1[CH:32]=[C:31]([NH:33][C:34]([NH:1][C:2]2[CH:3]=[C:4]([CH:21]=[CH:22][CH:23]=2)[O:5][C:6]2[CH:18]=[CH:17][C:9]3[N:10]=[C:11]([NH:13][C:14](=[O:16])[CH3:15])[S:12][C:8]=3[C:7]=2[C:19]#[N:20])=[O:35])[N:30]([C:42]2[CH:47]=[CH:46][CH:45]=[CH:44][CH:43]=2)[N:29]=1)([CH3:27])([CH3:25])[CH3:26]. The yield is 0.590.